Dataset: Catalyst prediction with 721,799 reactions and 888 catalyst types from USPTO. Task: Predict which catalyst facilitates the given reaction. (1) Reactant: [Br-].[CH3:2][PH+](C)C.[NH2-].[Na+].[CH:8]([C:11]1[C:15]2[CH:16]=[CH:17][C:18]([C:20]([F:23])([F:22])[F:21])=[CH:19][C:14]=2[S:13][C:12]=1[CH2:24][CH2:25][C:26]([C:28]1[CH:33]=[CH:32][C:31]([CH2:34][CH2:35][C:36]([O:38][CH3:39])=[O:37])=[C:30]([CH3:40])[CH:29]=1)=O)([CH3:10])[CH3:9].[Cl-].[NH4+]. Product: [CH:8]([C:11]1[C:15]2[CH:16]=[CH:17][C:18]([C:20]([F:22])([F:23])[F:21])=[CH:19][C:14]=2[S:13][C:12]=1[CH2:24][CH2:25][C:26]([C:28]1[CH:33]=[CH:32][C:31]([CH2:34][CH2:35][C:36]([O:38][CH3:39])=[O:37])=[C:30]([CH3:40])[CH:29]=1)=[CH2:2])([CH3:10])[CH3:9]. The catalyst class is: 1. (2) The catalyst class is: 25. Product: [Cl-:1].[CH2:38]([O:37][C:35]([C:34]1[CH:33]=[C:32]([NH:31][CH:19]([C:16]2[CH:17]=[N:18][C:13]([O:12][CH3:11])=[CH:14][CH:15]=2)[C:20]([O:21][C@@H:22]2[CH:27]3[CH2:28][CH2:29][N+:24]([CH2:2][C:3]([NH:5][C:6]4[CH:10]=[CH:9][O:8][N:7]=4)=[O:4])([CH2:25][CH2:26]3)[CH2:23]2)=[O:30])[CH:42]=[CH:41][CH:40]=1)=[O:36])[CH3:39]. Reactant: [Cl:1][CH2:2][C:3]([NH:5][C:6]1[CH:10]=[CH:9][O:8][N:7]=1)=[O:4].[CH3:11][O:12][C:13]1[N:18]=[CH:17][C:16]([CH:19]([NH:31][C:32]2[CH:33]=[C:34]([CH:40]=[CH:41][CH:42]=2)[C:35]([O:37][CH2:38][CH3:39])=[O:36])[C:20](=[O:30])[O:21][C@@H:22]2[CH:27]3[CH2:28][CH2:29][N:24]([CH2:25][CH2:26]3)[CH2:23]2)=[CH:15][CH:14]=1. (3) Reactant: [Br:1][C:2]1[CH:7]=[C:6]([C:8]([OH:14])([CH3:13])[C:9]([F:12])([F:11])[F:10])[CH:5]=[CH:4][C:3]=1[N:15]1[CH2:20][CH2:19][N:18](C(OC(C)(C)C)=O)[CH2:17][CH2:16]1.Cl.O1CCOCC1.C(N(CC)CC)C.[S:42]1[CH:46]=[CH:45][CH:44]=[C:43]1[S:47](Cl)(=[O:49])=[O:48]. Product: [Br:1][C:2]1[CH:7]=[C:6]([C:8]([OH:14])([CH3:13])[C:9]([F:10])([F:12])[F:11])[CH:5]=[CH:4][C:3]=1[N:15]1[CH2:16][CH2:17][N:18]([S:47]([C:43]2[S:42][CH:46]=[CH:45][CH:44]=2)(=[O:49])=[O:48])[CH2:19][CH2:20]1. The catalyst class is: 25.